From a dataset of Catalyst prediction with 721,799 reactions and 888 catalyst types from USPTO. Predict which catalyst facilitates the given reaction. (1) Reactant: Br[CH2:2][C:3](=O)[C:4]([OH:6])=[O:5].[C:8]([C:12]([O:14][CH2:15][C:16]([NH2:18])=[S:17])=[O:13])([CH3:11])([CH3:10])[CH3:9].ClCCl. Product: [CH3:10][C:8]([CH3:11])([CH3:9])[C:12]([O:14][CH2:15][C:16]1[S:17][CH:2]=[C:3]([C:4]([OH:6])=[O:5])[N:18]=1)=[O:13]. The catalyst class is: 8. (2) Reactant: [Cl:1][C:2]1[C:8]([O:9]C)=[CH:7][CH:6]=[C:5]([F:11])[C:3]=1[NH2:4].B(Br)(Br)Br.C([O-])(O)=O.[Na+]. Product: [NH2:4][C:3]1[C:2]([Cl:1])=[C:8]([OH:9])[CH:7]=[CH:6][C:5]=1[F:11]. The catalyst class is: 2.